This data is from Catalyst prediction with 721,799 reactions and 888 catalyst types from USPTO. The task is: Predict which catalyst facilitates the given reaction. (1) Reactant: [Cl:1][C:2]1[CH:10]=[C:9]([N:11]2[CH2:16][CH2:15][O:14][CH2:13][S:12]2(=[O:18])=[O:17])[CH:8]=[CH:7][C:3]=1[C:4]([OH:6])=O.[NH2:19][C:20]1[CH:21]=[CH:22][C:23]([Cl:35])=[C:24]([NH:26][C:27](=[O:34])[C:28]2[CH:33]=[CH:32][CH:31]=[CH:30][CH:29]=2)[CH:25]=1.CN(C(ON1N=NC2C=CC=NC1=2)=[N+](C)C)C.F[P-](F)(F)(F)(F)F.CCN(C(C)C)C(C)C. Product: [C:27]([NH:26][C:24]1[CH:25]=[C:20]([NH:19][C:4](=[O:6])[C:3]2[CH:7]=[CH:8][C:9]([N:11]3[CH2:16][CH2:15][O:14][CH2:13][S:12]3(=[O:18])=[O:17])=[CH:10][C:2]=2[Cl:1])[CH:21]=[CH:22][C:23]=1[Cl:35])(=[O:34])[C:28]1[CH:29]=[CH:30][CH:31]=[CH:32][CH:33]=1. The catalyst class is: 31. (2) Reactant: [Br:1][C:2]1[CH:3]=[C:4]2[C:9](=[CH:10][CH:11]=1)[N:8]=[C:7]([CH3:12])[C:6]([S:13]([CH3:16])(=[O:15])=[O:14])=[C:5]2O.CN(C)C1C=CC(C)=CC=1.P(Cl)(Cl)([Cl:30])=O. Product: [Br:1][C:2]1[CH:3]=[C:4]2[C:9](=[CH:10][CH:11]=1)[N:8]=[C:7]([CH3:12])[C:6]([S:13]([CH3:16])(=[O:15])=[O:14])=[C:5]2[Cl:30]. The catalyst class is: 11. (3) Reactant: [H-].[Na+].[C:3]([O:11][CH2:12][CH3:13])(=[O:10])[CH2:4][C:5]([O:7][CH2:8][CH3:9])=[O:6].[N:14]#[C:15]Br. Product: [C:15]([CH:4]([C:5]([O:7][CH2:8][CH3:9])=[O:6])[C:3]([O:11][CH2:12][CH3:13])=[O:10])#[N:14]. The catalyst class is: 20. (4) Reactant: [NH2:1][C:2]1[CH:7]=[C:6]([C:8]([NH:10][CH2:11][C:12]([CH3:15])([CH3:14])[CH3:13])=[O:9])[CH:5]=[CH:4][C:3]=1[C:16]1[C:21]([CH3:22])=[C:20]([F:23])[CH:19]=[C:18]([C:24]([NH:26][CH:27]2[CH2:29][CH2:28]2)=[O:25])[CH:17]=1.[CH2:30]([N:37]=[C:38]=[O:39])[C:31]1[CH:36]=[CH:35][CH:34]=[CH:33][CH:32]=1.CCN(CC)CC. Product: [CH:27]1([NH:26][C:24]([C:18]2[CH:17]=[C:16]([C:3]3[CH:4]=[CH:5][C:6]([C:8]([NH:10][CH2:11][C:12]([CH3:13])([CH3:15])[CH3:14])=[O:9])=[CH:7][C:2]=3[NH:1][C:38]([NH:37][CH2:30][C:31]3[CH:36]=[CH:35][CH:34]=[CH:33][CH:32]=3)=[O:39])[C:21]([CH3:22])=[C:20]([F:23])[CH:19]=2)=[O:25])[CH2:29][CH2:28]1. The catalyst class is: 3. (5) Reactant: [CH2:1]([O:3][C:4](=[O:22])[CH2:5][O:6][C:7]1[CH:12]=[CH:11][C:10]([Br:13])=[CH:9][C:8]=1[CH:14]([OH:21])[C:15]#[C:16][Si:17]([CH3:20])([CH3:19])[CH3:18])[CH3:2]. Product: [CH2:1]([O:3][C:4](=[O:22])[CH2:5][O:6][C:7]1[CH:12]=[CH:11][C:10]([Br:13])=[CH:9][C:8]=1[C:14](=[O:21])[C:15]#[C:16][Si:17]([CH3:20])([CH3:19])[CH3:18])[CH3:2]. The catalyst class is: 177.